This data is from Reaction yield outcomes from USPTO patents with 853,638 reactions. The task is: Predict the reaction yield, written as a fraction of the theoretical maximum amount of product (1.0 means a 100% yield; for example, 0.34 means a 34% yield). (1) The reactants are Br[C:2]1[CH:7]=[CH:6][C:5]([O:8][CH3:9])=[C:4]([N+:10]([O-])=O)[CH:3]=1.[N:13]1([CH:19]2[CH2:24][CH2:23][NH:22][CH2:21][CH2:20]2)[CH2:18][CH2:17][CH2:16][CH2:15][CH2:14]1.C(=O)([O-])[O-].[Cs+].[Cs+].C(P(C1C=CC=CC=1C1C=CC=CC=1)C(C)(C)C)(C)(C)C. The catalyst is O1CCOCC1.C([O-])(=O)C.[Pd+2].C([O-])(=O)C. The product is [N:13]1([CH:19]2[CH2:24][CH2:23][N:22]([C:2]3[CH:7]=[CH:6][C:5]([O:8][CH3:9])=[C:4]([CH:3]=3)[NH2:10])[CH2:21][CH2:20]2)[CH2:18][CH2:17][CH2:16][CH2:15][CH2:14]1. The yield is 0.260. (2) The yield is 0.330. The product is [CH3:21][O:22][C:23](=[O:32])[C:24]1[CH:29]=[CH:28][C:27]([CH2:30][N:5]2[C:4]3[CH2:3][N:2]([CH3:1])[CH2:14][CH2:13][C:12]=3[C:11]3[C:6]2=[CH:7][CH:8]=[CH:9][CH:10]=3)=[CH:26][CH:25]=1. No catalyst specified. The reactants are [CH3:1][N:2]1[CH2:14][CH2:13][C:12]2[C:11]3[C:6](=[CH:7][CH:8]=[CH:9][CH:10]=3)[NH:5][C:4]=2[CH2:3]1.CC(C)([O-])C.[K+].[CH3:21][O:22][C:23](=[O:32])[C:24]1[CH:29]=[CH:28][C:27]([CH2:30]Br)=[CH:26][CH:25]=1. (3) The reactants are [Cl:1][C:2]1[C:3]([NH:27][C:28]2[CH:32]=[C:31]([CH:33]3[CH2:35][CH2:34]3)[NH:30][N:29]=2)=[N:4][C:5]([C:8]2[S:12][C:11]([S:13]([NH:16][CH2:17][CH2:18][NH:19]C(=O)OC(C)(C)C)(=[O:15])=[O:14])=[CH:10][CH:9]=2)=[N:6][CH:7]=1.Cl.CC1C=CC(COC(NNC(C2C=NC=CN=2)=O)=O)=CC=1.C([O-])([O-])=O.[Na+].[Na+]. The catalyst is CO. The product is [NH2:19][CH2:18][CH2:17][NH:16][S:13]([C:11]1[S:12][C:8]([C:5]2[N:4]=[C:3]([NH:27][C:28]3[CH:32]=[C:31]([CH:33]4[CH2:34][CH2:35]4)[NH:30][N:29]=3)[C:2]([Cl:1])=[CH:7][N:6]=2)=[CH:9][CH:10]=1)(=[O:15])=[O:14]. The yield is 0.670. (4) The reactants are [F:1][C:2]1[CH:3]=[N:4][CH:5]=[CH:6][C:7]=1[CH:8]([OH:10])[CH3:9]. The catalyst is C1(C)C=CC=CC=1.O=[Mn]=O. The product is [F:1][C:2]1[CH:3]=[N:4][CH:5]=[CH:6][C:7]=1[C:8](=[O:10])[CH3:9]. The yield is 0.700. (5) The reactants are C(OC(=O)[NH:7][C:8]1[C:17]2[C:12](=[CH:13][CH:14]=[CH:15][CH:16]=2)[C:11]([C:18]2[O:22][CH:21]=[N:20][CH:19]=2)=[CH:10][CH:9]=1)(C)(C)C. The catalyst is FC(F)(F)C(O)=O. The product is [O:22]1[C:18]([C:11]2[C:12]3[C:17](=[CH:16][CH:15]=[CH:14][CH:13]=3)[C:8]([NH2:7])=[CH:9][CH:10]=2)=[CH:19][N:20]=[CH:21]1. The yield is 0.990. (6) The reactants are [Br:1][C:2]1[C:7]([CH3:8])=[CH:6][C:5]([OH:9])=[C:4]([F:10])[CH:3]=1.[N+:11]([O-])([OH:13])=[O:12]. The catalyst is C(O)(=O)C.C(Cl)(Cl)Cl. The product is [Br:1][C:2]1[CH:3]=[C:4]([F:10])[C:5]([OH:9])=[C:6]([N+:11]([O-:13])=[O:12])[C:7]=1[CH3:8]. The yield is -0.500. (7) The reactants are [N:1]1[N:2]([C:6]2[CH:24]=[CH:23][CH:22]=[CH:21][C:7]=2[CH2:8][N:9]2[CH2:14][CH2:13][CH2:12][C:11]3([CH2:19][CH2:18][NH:17][CH2:16][CH2:15]3)[C:10]2=[O:20])[N:3]=[CH:4][CH:5]=1.C(N(C(C)C)CC)(C)C.Cl[C:35]1[N:40]=[C:39]([CH3:41])[CH:38]=[C:37]([CH3:42])[N:36]=1. The catalyst is C(#N)C. The product is [N:1]1[N:2]([C:6]2[CH:24]=[CH:23][CH:22]=[CH:21][C:7]=2[CH2:8][N:9]2[CH2:14][CH2:13][CH2:12][C:11]3([CH2:15][CH2:16][N:17]([C:35]4[N:40]=[C:39]([CH3:41])[CH:38]=[C:37]([CH3:42])[N:36]=4)[CH2:18][CH2:19]3)[C:10]2=[O:20])[N:3]=[CH:4][CH:5]=1. The yield is 0.510. (8) The reactants are Cl[C:2]1[C:19]2[C:6](=[CH:7][C:8]3[C:17]([CH:18]=2)=[CH:16][C:15]2[C:10](=[C:11](Cl)[N:12]=[CH:13][CH:14]=2)[CH:9]=3)[CH:5]=[CH:4][N:3]=1.C1OCCOCCOCCOCCOCCOC1.[C-:39]#[N:40].[K+].C[N:43]([CH:45]=O)C. No catalyst specified. The product is [C:39]([C:2]1[C:19]2[C:6](=[CH:7][C:8]3[C:17]([CH:18]=2)=[CH:16][C:15]2[C:10](=[C:11]([C:45]#[N:43])[N:12]=[CH:13][CH:14]=2)[CH:9]=3)[CH:5]=[CH:4][N:3]=1)#[N:40]. The yield is 0.200.